Regression/Classification. Given a drug SMILES string, predict its absorption, distribution, metabolism, or excretion properties. Task type varies by dataset: regression for continuous measurements (e.g., permeability, clearance, half-life) or binary classification for categorical outcomes (e.g., BBB penetration, CYP inhibition). For this dataset (lipophilicity_astrazeneca), we predict Y. From a dataset of Experimental lipophilicity measurements (octanol/water distribution) for 4,200 compounds from AstraZeneca. The drug is COc1cccc(-c2cc3c(N[C@H]4CCCNC4)ncc(C(N)=O)c3s2)c1. The Y is 1.82 logD.